From a dataset of Full USPTO retrosynthesis dataset with 1.9M reactions from patents (1976-2016). Predict the reactants needed to synthesize the given product. (1) Given the product [N:1]1([CH2:6][C@@H:7]([O:14][C:15]2[CH:24]=[CH:23][C:22]3[C:21](=[O:25])[CH2:20][CH2:19][CH2:18][C:17]=3[C:16]=2[CH2:26][S:27][C:28]2[CH:36]=[CH:35][CH:34]=[CH:33][C:29]=2[C:30]([NH:41][CH2:40][CH2:39][O:38][CH3:37])=[O:31])[C:8]2[CH:9]=[CH:10][CH:11]=[CH:12][CH:13]=2)[CH:5]=[CH:4][N:3]=[CH:2]1, predict the reactants needed to synthesize it. The reactants are: [N:1]1([CH2:6][C@@H:7]([O:14][C:15]2[CH:24]=[CH:23][C:22]3[C:21](=[O:25])[CH2:20][CH2:19][CH2:18][C:17]=3[C:16]=2[CH2:26][S:27][C:28]2[CH:36]=[CH:35][CH:34]=[CH:33][C:29]=2[C:30](O)=[O:31])[C:8]2[CH:13]=[CH:12][CH:11]=[CH:10][CH:9]=2)[CH:5]=[CH:4][N:3]=[CH:2]1.[CH3:37][O:38][CH2:39][CH2:40][NH2:41]. (2) Given the product [I:12][C:13]1[CH:18]=[CH:17][C:16]([CH:3]2[CH2:4][CH2:5][C:1](=[O:6])[CH2:2]2)=[CH:15][CH:14]=1, predict the reactants needed to synthesize it. The reactants are: [C:1]1(=[O:6])[CH2:5][CH2:4][CH:3]=[CH:2]1.C([O-])(=O)C.[Na+].[I:12][C:13]1[CH:18]=[CH:17][C:16](B(O)O)=[CH:15][CH:14]=1.[Sb](Cl)(Cl)Cl. (3) The reactants are: [Mg].C(O[Ge:5]([O:12][CH2:13][CH3:14])([O:9][CH2:10][CH3:11])[O:6][CH2:7][CH3:8])C.Br[C:16]1[C:17]2[C:22]([C:23]3[CH:24]=[CH:25][CH:26]=[CH:27][C:28]=3[CH:29]=1)=[CH:21][CH:20]=[CH:19][CH:18]=2. Given the product [CH2:13]([O:12][Ge:5]([O:6][CH2:7][CH3:8])([O:9][CH2:10][CH3:11])[C:16]1[C:17]2[C:22]([C:23]3[CH:24]=[CH:25][CH:26]=[CH:27][C:28]=3[CH:29]=1)=[CH:21][CH:20]=[CH:19][CH:18]=2)[CH3:14], predict the reactants needed to synthesize it. (4) Given the product [N:24]1([CH:14]([NH:7][C:5](=[O:6])[C:4]2[CH:3]=[C:2]([F:1])[CH:10]=[C:9]([F:11])[CH:8]=2)[C:13]([CH3:23])([CH3:12])[CH2:16][C:17]2[CH:22]=[CH:21][CH:20]=[CH:19][CH:18]=2)[C:28]2[CH:29]=[CH:30][CH:31]=[CH:32][C:27]=2[N:26]=[N:25]1, predict the reactants needed to synthesize it. The reactants are: [F:1][C:2]1[CH:3]=[C:4]([CH:8]=[C:9]([F:11])[CH:10]=1)[C:5]([NH2:7])=[O:6].[CH3:12][C:13]([CH3:23])([CH2:16][C:17]1[CH:22]=[CH:21][CH:20]=[CH:19][CH:18]=1)[CH:14]=O.[NH:24]1[C:28]2[CH:29]=[CH:30][CH:31]=[CH:32][C:27]=2[N:26]=[N:25]1.C1(C)C=CC(S(O)(=O)=O)=CC=1.